Dataset: Full USPTO retrosynthesis dataset with 1.9M reactions from patents (1976-2016). Task: Predict the reactants needed to synthesize the given product. (1) Given the product [C:24]([C:22]1[CH:21]=[CH:20][C:19]([O:26][C:27]([F:30])([F:28])[F:29])=[C:18]([CH:23]=1)[C:17]([NH:16][C:4]([CH2:5][C:6]1[C:14]2[C:9](=[CH:10][CH:11]=[CH:12][CH:13]=2)[NH:8][CH:7]=1)([CH3:15])[CH2:3][OH:2])=[O:31])#[CH:25], predict the reactants needed to synthesize it. The reactants are: C[O:2][C:3](=O)[C:4]([NH:16][C:17](=[O:31])[C:18]1[CH:23]=[C:22]([C:24]#[CH:25])[CH:21]=[CH:20][C:19]=1[O:26][C:27]([F:30])([F:29])[F:28])([CH3:15])[CH2:5][C:6]1[C:14]2[C:9](=[CH:10][CH:11]=[CH:12][CH:13]=2)[NH:8][CH:7]=1.[BH4-].[Li+]. (2) The reactants are: Br[CH2:2][C:3]1[CH:8]=[CH:7][C:6]([CH2:9][CH2:10][N:11]2[CH:16]=[CH:15][C:14]([O:17][CH2:18][C:19]3[CH:24]=[CH:23][CH:22]=[C:21]([F:25])[CH:20]=3)=[CH:13][C:12]2=[O:26])=[CH:5][CH:4]=1.[NH:27]1[CH2:32][CH2:31][CH:30]([NH:33][C:34](=[O:36])[CH3:35])[CH2:29][CH2:28]1.C(N(C(C)C)C(C)C)C. Given the product [F:25][C:21]1[CH:20]=[C:19]([CH:24]=[CH:23][CH:22]=1)[CH2:18][O:17][C:14]1[CH:15]=[CH:16][N:11]([CH2:10][CH2:9][C:6]2[CH:7]=[CH:8][C:3]([CH2:2][N:27]3[CH2:32][CH2:31][CH:30]([NH:33][C:34](=[O:36])[CH3:35])[CH2:29][CH2:28]3)=[CH:4][CH:5]=2)[C:12](=[O:26])[CH:13]=1, predict the reactants needed to synthesize it. (3) Given the product [CH3:1][C:2]1([C:9]([Cl:14])=[O:11])[CH2:8][CH2:7][CH2:6][CH2:5][CH2:4][CH2:3]1, predict the reactants needed to synthesize it. The reactants are: [CH3:1][C:2]1([C:9]([OH:11])=O)[CH2:8][CH2:7][CH2:6][CH2:5][CH2:4][CH2:3]1.S(Cl)([Cl:14])=O. (4) The reactants are: [CH3:1][O:2][C:3](=[O:36])[C@@H:4]([NH:25][C:26](=[O:35])[C:27]1[CH:32]=[C:31]([Cl:33])[CH:30]=[CH:29][C:28]=1[NH2:34])[CH2:5][C:6]1[CH:11]=[CH:10][C:9]([C:12]2[CH:17]=[CH:16][C:15]([O:18][C:19]3[CH:24]=[CH:23][CH:22]=[CH:21][CH:20]=3)=[CH:14][CH:13]=2)=[CH:8][CH:7]=1.[CH3:37][O:38][C:39](=[O:46])[CH2:40][CH2:41][CH2:42][CH2:43][CH:44]=O.C(O)(=O)C.C(O[BH-](OC(=O)C)OC(=O)C)(=O)C.[Na+]. Given the product [CH3:37][O:38][C:39](=[O:46])[CH2:40][CH2:41][CH2:42][CH2:43][CH2:44][NH:34][C:28]1[CH:29]=[CH:30][C:31]([Cl:33])=[CH:32][C:27]=1[C:26](=[O:35])[NH:25][C@H:4]([C:3]([O:2][CH3:1])=[O:36])[CH2:5][C:6]1[CH:7]=[CH:8][C:9]([C:12]2[CH:13]=[CH:14][C:15]([O:18][C:19]3[CH:24]=[CH:23][CH:22]=[CH:21][CH:20]=3)=[CH:16][CH:17]=2)=[CH:10][CH:11]=1, predict the reactants needed to synthesize it. (5) The reactants are: [Br:1][C:2]1[C:3]([F:12])=[C:4]2[C:10]([NH2:11])=[CH:9][NH:8][C:5]2=[N:6][CH:7]=1.[CH3:13][O:14][CH2:15][CH2:16][C:17](O)=[O:18].C(N(CC)CC)C.C1N(P(Cl)(N2C(=O)OCC2)=O)C(=O)OC1.O[Li].O. Given the product [Br:1][C:2]1[C:3]([F:12])=[C:4]2[C:10]([NH:11][C:17](=[O:18])[CH2:16][CH2:15][O:14][CH3:13])=[CH:9][NH:8][C:5]2=[N:6][CH:7]=1, predict the reactants needed to synthesize it.